This data is from Full USPTO retrosynthesis dataset with 1.9M reactions from patents (1976-2016). The task is: Predict the reactants needed to synthesize the given product. Given the product [F:1][C:2]1([F:7])[C@H:12]([OH:14])[C@@H:9]([CH2:10][OH:8])[O:5][C:3]1=[O:4], predict the reactants needed to synthesize it. The reactants are: [F:1][C:2]([F:7])(F)[C:3]([OH:5])=[O:4].[OH2:8].[C:9](#N)[CH3:10].[C:12](OCC)(=[O:14])C.